From a dataset of Catalyst prediction with 721,799 reactions and 888 catalyst types from USPTO. Predict which catalyst facilitates the given reaction. (1) Reactant: [N+:1]([C:4]1[CH:5]=[C:6]([NH2:16])[CH:7]=[CH:8][C:9]=1[N:10]1[CH2:15][CH2:14][CH2:13][CH2:12][CH2:11]1)([O-:3])=[O:2].[CH3:17][N:18]([CH2:22][CH2:23]Cl)[CH2:19][CH2:20]Cl.Cl.C([O-])([O-])=O.[K+].[K+]. Product: [CH3:17][N:18]1[CH2:22][CH2:23][N:16]([C:6]2[CH:7]=[CH:8][C:9]([N:10]3[CH2:11][CH2:12][CH2:13][CH2:14][CH2:15]3)=[C:4]([N+:1]([O-:3])=[O:2])[CH:5]=2)[CH2:20][CH2:19]1. The catalyst class is: 14. (2) Reactant: [CH2:1]([O:3][C:4](=[O:30])[CH:5]([F:29])[CH:6]([C:8]1[N:20]([CH2:21][C:22]2[CH:27]=[CH:26][C:25]([F:28])=[CH:24][CH:23]=2)[C:11]2=[N:12][CH:13]=[C:14]([S:16]([CH3:19])(=[O:18])=[O:17])[CH:15]=[C:10]2[CH:9]=1)[OH:7])[CH3:2].ClCCl.CC(OI1(OC(C)=O)(OC(C)=O)OC(=O)C2C=CC=CC1=2)=O. Product: [CH2:1]([O:3][C:4](=[O:30])[CH:5]([F:29])[C:6]([C:8]1[N:20]([CH2:21][C:22]2[CH:23]=[CH:24][C:25]([F:28])=[CH:26][CH:27]=2)[C:11]2=[N:12][CH:13]=[C:14]([S:16]([CH3:19])(=[O:18])=[O:17])[CH:15]=[C:10]2[CH:9]=1)=[O:7])[CH3:2]. The catalyst class is: 13. (3) Reactant: Cl[C:2]1[CH:7]=[CH:6][C:5]([CH2:8][N:9]2[C:13]([CH3:14])=[CH:12][C:11](/[CH:15]=[C:16](\[F:28])/[C:17]3[CH:22]=[CH:21][C:20]([O:23][C:24]([F:27])([F:26])[F:25])=[CH:19][CH:18]=3)=[N:10]2)=[CH:4][N:3]=1.[CH3:29][NH2:30]. Product: [F:28]/[C:16](/[C:17]1[CH:22]=[CH:21][C:20]([O:23][C:24]([F:27])([F:26])[F:25])=[CH:19][CH:18]=1)=[CH:15]\[C:11]1[CH:12]=[C:13]([CH3:14])[N:9]([CH2:8][C:5]2[CH:6]=[CH:7][C:2]([NH:30][CH3:29])=[N:3][CH:4]=2)[N:10]=1. The catalyst class is: 8.